This data is from TCR-epitope binding with 47,182 pairs between 192 epitopes and 23,139 TCRs. The task is: Binary Classification. Given a T-cell receptor sequence (or CDR3 region) and an epitope sequence, predict whether binding occurs between them. The epitope is TLIGDCATV. The TCR CDR3 sequence is CASSLWVLAGAQETQYF. Result: 1 (the TCR binds to the epitope).